Dataset: Reaction yield outcomes from USPTO patents with 853,638 reactions. Task: Predict the reaction yield, written as a fraction of the theoretical maximum amount of product (1.0 means a 100% yield; for example, 0.34 means a 34% yield). (1) The reactants are CC(N=NC(C#N)(C)C)([C:4]#[N:5])C.C1C(=O)N(Br)C(=O)C1.[F:21][C:22]1[CH:27]=[CH:26][C:25]([C:28]2[O:46][C:31]3=[N:32][CH:33]=[C:34]([C:36]4[CH:37]=[C:38]([CH:43]=[CH:44][CH:45]=4)[C:39]([O:41][CH3:42])=[O:40])[CH:35]=[C:30]3[C:29]=2[CH:47]=[O:48])=[CH:24][CH:23]=1.CN. The catalyst is C(Cl)(Cl)(Cl)Cl.CO. The product is [F:21][C:22]1[CH:23]=[CH:24][C:25]([C:28]2[O:46][C:31]3=[N:32][CH:33]=[C:34]([C:36]4[CH:37]=[C:38]([CH:43]=[CH:44][CH:45]=4)[C:39]([O:41][CH3:42])=[O:40])[CH:35]=[C:30]3[C:29]=2[C:47](=[O:48])[NH:5][CH3:4])=[CH:26][CH:27]=1. The yield is 0.640. (2) The reactants are Cl[C:2]1[N:6]([CH3:7])[C:5]2[C:8]([CH:12]([CH2:15][CH3:16])[CH2:13][CH3:14])=[CH:9][CH:10]=[CH:11][C:4]=2[N:3]=1.[Cl:17][C:18]1[CH:23]=[C:22]([Cl:24])[CH:21]=[C:20]([CH3:25])[C:19]=1[OH:26].C(=O)([O-])[O-].[K+].[K+].C(=O)([O-])O.[Na+]. The catalyst is CN(C)C=O. The product is [Cl:17][C:18]1[CH:23]=[C:22]([Cl:24])[CH:21]=[C:20]([CH3:25])[C:19]=1[O:26][C:2]1[N:6]([CH3:7])[C:5]2[C:8]([CH:12]([CH2:15][CH3:16])[CH2:13][CH3:14])=[CH:9][CH:10]=[CH:11][C:4]=2[N:3]=1. The yield is 0.280. (3) The catalyst is C(O)(C(F)(F)F)=O.C(Cl)Cl. The product is [NH2:8][C@@H:9]1[CH2:12][C@H:11]([C:13]([NH:15][C@@H:16]([CH2:21][CH:22]([CH3:23])[CH3:24])[C:17]([O:19][CH3:20])=[O:18])=[O:14])[C:10]1([CH3:25])[CH3:26]. The reactants are C(OC([NH:8][C@@H:9]1[CH2:12][C@H:11]([C:13]([NH:15][C@@H:16]([CH2:21][CH:22]([CH3:24])[CH3:23])[C:17]([O:19][CH3:20])=[O:18])=[O:14])[C:10]1([CH3:26])[CH3:25])=O)(C)(C)C.CCN(CC)CC. The yield is 1.00. (4) The reactants are [NH2:1][C:2]1[NH:6][N:5]=[C:4]([CH3:7])[C:3]=1[C:8]1[S:9][C:10]2[CH:16]=[C:15]([S:17](Cl)(=[O:19])=[O:18])[CH:14]=[CH:13][C:11]=2[N:12]=1.[N:21]1[CH:25]=[C:24]([CH2:26][CH2:27][NH2:28])[NH:23][CH:22]=1.CN1CCOCC1. The catalyst is CO. The product is [N:21]1[CH:25]=[C:24]([CH2:26][CH2:27][NH:28][S:17]([C:15]2[CH:14]=[CH:13][C:11]3[N:12]=[C:8]([C:3]4[C:4]([CH3:7])=[N:5][NH:6][C:2]=4[NH2:1])[S:9][C:10]=3[CH:16]=2)(=[O:19])=[O:18])[NH:23][CH:22]=1. The yield is 0.0600. (5) The reactants are Cl[C:2]([C:4]1[CH:5]=[C:6]([CH:18]=[CH:19][CH:20]=1)[CH2:7][S:8][CH2:9][CH2:10][C:11]([O:13][C:14]([CH3:17])([CH3:16])[CH3:15])=[O:12])=[O:3].N1C=CC=CC=1.[NH2:27][C:28]1[CH:49]=[CH:48][C:47]([Cl:50])=[CH:46][C:29]=1[C:30]([NH:32][C:33]1[CH:37]=[CH:36][N:35]([C:38]2[CH:43]=[CH:42][C:41]([CH3:44])=[C:40]([CH3:45])[CH:39]=2)[N:34]=1)=[O:31]. The catalyst is ClCCl. The product is [Cl:50][C:47]1[CH:48]=[CH:49][C:28]([NH:27][C:2]([C:4]2[CH:5]=[C:6]([CH:18]=[CH:19][CH:20]=2)[CH2:7][S:8][CH2:9][CH2:10][C:11]([O:13][C:14]([CH3:17])([CH3:16])[CH3:15])=[O:12])=[O:3])=[C:29]([C:30](=[O:31])[NH:32][C:33]2[CH:37]=[CH:36][N:35]([C:38]3[CH:43]=[CH:42][C:41]([CH3:44])=[C:40]([CH3:45])[CH:39]=3)[N:34]=2)[CH:46]=1. The yield is 0.330. (6) The reactants are [CH2:1]([C:8]1[CH:14]=[CH:13][C:11]([NH2:12])=[CH:10][CH:9]=1)[C:2]1[CH:7]=[CH:6][CH:5]=[CH:4][CH:3]=1.[C:15]([S-:17])#[N:16].[K+].BrBr. The catalyst is C(O)(=O)C. The product is [NH2:16][C:15]1[S:17][C:13]2[CH:14]=[C:8]([CH2:1][C:2]3[CH:3]=[CH:4][CH:5]=[CH:6][CH:7]=3)[CH:9]=[CH:10][C:11]=2[N:12]=1. The yield is 0.880.